This data is from Forward reaction prediction with 1.9M reactions from USPTO patents (1976-2016). The task is: Predict the product of the given reaction. The product is: [Cl:37][C:34]1[CH:33]=[CH:32][C:31]([C:28]2[S:29][CH:30]=[C:26]([CH2:25][S:19][C:15]3[C:16]([C:17]#[N:18])=[C:11]([C:8]4[CH:9]=[CH:10][C:5]([O:4][CH2:3][CH2:2][OH:1])=[CH:6][CH:7]=4)[C:12]([C:22]#[N:23])=[C:13]([O:20][CH3:21])[N:14]=3)[N:27]=2)=[CH:36][CH:35]=1. Given the reactants [OH:1][CH2:2][CH2:3][O:4][C:5]1[CH:10]=[CH:9][C:8]([C:11]2[C:16]([C:17]#[N:18])=[C:15]([SH:19])[N:14]=[C:13]([O:20][CH3:21])[C:12]=2[C:22]#[N:23])=[CH:7][CH:6]=1.Cl[CH2:25][C:26]1[N:27]=[C:28]([C:31]2[CH:36]=[CH:35][C:34]([Cl:37])=[CH:33][CH:32]=2)[S:29][CH:30]=1.C(=O)(O)[O-].[Na+].O, predict the reaction product.